Dataset: Catalyst prediction with 721,799 reactions and 888 catalyst types from USPTO. Task: Predict which catalyst facilitates the given reaction. (1) Reactant: [CH2:1]([O:3][C:4](=[O:8])[C:5]([NH2:7])=[S:6])[CH3:2].Cl[CH:10]1[CH2:14][CH2:13][CH2:12][C:11]1=O. Product: [CH2:1]([O:3][C:4]([C:5]1[S:6][C:10]2[CH2:14][CH2:13][CH2:12][C:11]=2[N:7]=1)=[O:8])[CH3:2]. The catalyst class is: 260. (2) The catalyst class is: 296. Product: [CH3:24][C:25]1[CH:26]=[C:27]([NH:28][C:2]2[C:7]([C:8]#[N:9])=[C:6]([S:10][CH3:11])[N:5]=[C:4]([S:12][CH2:13][CH3:14])[N:3]=2)[CH:29]=[C:30]([CH3:32])[CH:31]=1. Reactant: Cl[C:2]1[C:7]([C:8]#[N:9])=[C:6]([S:10][CH3:11])[N:5]=[C:4]([S:12][CH2:13][CH3:14])[N:3]=1.CCN(C(C)C)C(C)C.[CH3:24][C:25]1[CH:26]=[C:27]([CH:29]=[C:30]([CH3:32])[CH:31]=1)[NH2:28]. (3) Reactant: [NH2:1][C:2]1[CH:10]=[CH:9][CH:8]=[C:7]2[C:3]=1[CH2:4][C:5](=[O:11])[NH:6]2.[F:12][C:13]1[CH:18]=[CH:17][C:16]([N:19]2[CH:24]=[CH:23][CH:22]=[C:21]([C:25](O)=[O:26])[C:20]2=[O:28])=[CH:15][CH:14]=1.F[B-](F)(F)F.N1(OC(N(C)C)=[N+](C)C)C2C=CC=CC=2N=N1.C(N(CC)CC)C. Product: [F:12][C:13]1[CH:18]=[CH:17][C:16]([N:19]2[CH:24]=[CH:23][CH:22]=[C:21]([C:25]([NH:1][C:2]3[CH:10]=[CH:9][CH:8]=[C:7]4[C:3]=3[CH2:4][C:5](=[O:11])[NH:6]4)=[O:26])[C:20]2=[O:28])=[CH:15][CH:14]=1. The catalyst class is: 444. (4) Reactant: [CH2:1]([O:3][C:4]([N:6]1[CH2:28][CH2:27][C:10]2[C:11]3[C:12](O)([C:20]4[CH:21]=[N:22][CH:23]=[CH:24][CH:25]=4)[C:13]([F:19])([F:18])[CH2:14][C:15]=3[CH:16]=[CH:17][C:9]=2[CH2:8][CH2:7]1)=[O:5])[CH3:2].S(Br)([Br:31])=O.N1C=CC=CC=1. Product: [CH2:1]([O:3][C:4]([N:6]1[CH2:28][CH2:27][C:10]2[C:11]3[C:12]([Br:31])([C:20]4[CH:21]=[N:22][CH:23]=[CH:24][CH:25]=4)[C:13]([F:19])([F:18])[CH2:14][C:15]=3[CH:16]=[CH:17][C:9]=2[CH2:8][CH2:7]1)=[O:5])[CH3:2]. The catalyst class is: 26.